This data is from Full USPTO retrosynthesis dataset with 1.9M reactions from patents (1976-2016). The task is: Predict the reactants needed to synthesize the given product. (1) The reactants are: [CH:1]([N:4]1[CH2:9][CH2:8][NH:7][CH2:6][CH2:5]1)([CH3:3])[CH3:2].[C:10]([O:14][C:15]([CH3:18])([CH3:17])[CH3:16])(=[O:13])[CH:11]=[CH2:12].O. Given the product [CH:1]([N:4]1[CH2:9][CH2:8][N:7]([CH2:12][CH2:11][C:10]([O:14][C:15]([CH3:18])([CH3:17])[CH3:16])=[O:13])[CH2:6][CH2:5]1)([CH3:3])[CH3:2], predict the reactants needed to synthesize it. (2) Given the product [CH2:35]([O:26][C:25](=[O:27])[C:24]1[CH:28]=[CH:29][C:21]([NH:20][C:18](=[O:19])[C:17]2[CH:30]=[CH:31][CH:32]=[C:15]([NH:14][S:11]([C:9]3[S:10][C:6]([C:3]4[CH:4]=[CH:5][O:1][N:2]=4)=[CH:7][CH:8]=3)(=[O:13])=[O:12])[CH:16]=2)=[CH:22][CH:23]=1)[CH3:36], predict the reactants needed to synthesize it. The reactants are: [O:1]1[CH:5]=[CH:4][C:3]([C:6]2[S:10][C:9]([S:11]([NH:14][C:15]3[CH:16]=[C:17]([CH:30]=[CH:31][CH:32]=3)[C:18]([NH:20][C:21]3[CH:29]=[CH:28][C:24]([C:25]([OH:27])=[O:26])=[CH:23][CH:22]=3)=[O:19])(=[O:13])=[O:12])=[CH:8][CH:7]=2)=[N:2]1.O1C=[CH:36][C:35](C2SC(S(Cl)(=O)=O)=CC=2)=N1.